This data is from HIV replication inhibition screening data with 41,000+ compounds from the AIDS Antiviral Screen. The task is: Binary Classification. Given a drug SMILES string, predict its activity (active/inactive) in a high-throughput screening assay against a specified biological target. The molecule is CC1C(=NO)C(C)C(c2ccccc2)N(N=O)C1c1ccccc1. The result is 0 (inactive).